This data is from Forward reaction prediction with 1.9M reactions from USPTO patents (1976-2016). The task is: Predict the product of the given reaction. (1) Given the reactants [Cl:1][C:2]1[CH:3]=[CH:4][C:5](OS(C(F)(F)F)(=O)=O)=[C:6]([C:8]2[N:13]=[C:12]([N:14]3[C:18]([C:19]([F:22])([F:21])[F:20])=[C:17]([C:23]([O:25][CH2:26][CH3:27])=[O:24])[CH:16]=[N:15]3)[CH:11]=[CH:10][CH:9]=2)[CH:7]=1.[B:36]1([B:36]2[O:40][C:39]([CH3:42])([CH3:41])[C:38]([CH3:44])([CH3:43])[O:37]2)[O:40][C:39]([CH3:42])([CH3:41])[C:38]([CH3:44])([CH3:43])[O:37]1.C([O-])(=O)C.[K+], predict the reaction product. The product is: [Cl:1][C:2]1[CH:3]=[CH:4][C:5]([B:36]2[O:40][C:39]([CH3:42])([CH3:41])[C:38]([CH3:44])([CH3:43])[O:37]2)=[C:6]([C:8]2[N:13]=[C:12]([N:14]3[C:18]([C:19]([F:21])([F:20])[F:22])=[C:17]([C:23]([O:25][CH2:26][CH3:27])=[O:24])[CH:16]=[N:15]3)[CH:11]=[CH:10][CH:9]=2)[CH:7]=1. (2) Given the reactants [CH3:1][I:2].[O:3]=[C:4]([C:20]1[N:28]2[C:23]([CH:24]=[CH:25][CH:26]=[CH:27]2)=[CH:22][C:21]=1[C:29]1[CH:34]=[CH:33][CH:32]=[CH:31][CH:30]=1)[C:5]([NH:7][C:8]1[CH:13]=[CH:12][C:11]([N:14]2[CH2:19][CH2:18][S:17][CH2:16][CH2:15]2)=[CH:10][CH:9]=1)=[O:6], predict the reaction product. The product is: [I-:2].[CH3:1][S+:17]1[CH2:16][CH2:15][N:14]([C:11]2[CH:12]=[CH:13][C:8]([NH:7][C:5](=[O:6])[C:4](=[O:3])[C:20]3[N:28]4[C:23]([CH:24]=[CH:25][CH:26]=[CH:27]4)=[CH:22][C:21]=3[C:29]3[CH:30]=[CH:31][CH:32]=[CH:33][CH:34]=3)=[CH:9][CH:10]=2)[CH2:19][CH2:18]1.